Dataset: Catalyst prediction with 721,799 reactions and 888 catalyst types from USPTO. Task: Predict which catalyst facilitates the given reaction. (1) Reactant: [Br:1][C:2]1[CH:3]=[C:4]([CH:18]([C:20]2[CH:21]=[N:22][C:23]([O:26][CH3:27])=[CH:24][CH:25]=2)[OH:19])[CH:5]=[C:6]([O:8][CH2:9][C:10]2[CH:15]=[CH:14][C:13]([O:16][CH3:17])=[CH:12][CH:11]=2)[CH:7]=1.CC(OI1(OC(C)=O)(OC(C)=O)OC(=O)C2C=CC=CC1=2)=O.C([O-])(O)=O.[Na+].[O-]S([O-])(=S)=O.[Na+].[Na+]. Product: [Br:1][C:2]1[CH:3]=[C:4]([C:18]([C:20]2[CH:21]=[N:22][C:23]([O:26][CH3:27])=[CH:24][CH:25]=2)=[O:19])[CH:5]=[C:6]([O:8][CH2:9][C:10]2[CH:15]=[CH:14][C:13]([O:16][CH3:17])=[CH:12][CH:11]=2)[CH:7]=1. The catalyst class is: 2. (2) Reactant: C(O[C:6]([N:8](C)[C@H:9]([C:11]([NH:13][C@@H:14]([CH:30]1[CH2:35][CH2:34][CH2:33][CH2:32][CH2:31]1)[C:15]([N:17]1[C@H:22]([C:23](OC)=[O:24])[CH2:21][N:20]2[CH2:27][CH2:28][CH2:29][C@@H:19]2[CH2:18]1)=[O:16])=[O:12])[CH3:10])=O)(C)(C)C.O.[OH-].[Li+].[C:40]1([C@H:46]([NH2:48])[CH3:47])[CH:45]=[CH:44][CH:43]=[CH:42][CH:41]=1.[Cl-:49].COC1N=C(OC)N=C([N+]2(C)CCOCC2)N=1.C(OCC)(=O)C.Cl.C(=O)([O-])O.[Na+]. Product: [ClH:49].[ClH:49].[CH:30]1([C@H:14]([NH:13][C:11](=[O:12])[C@H:9]([CH3:10])[NH:8][CH3:6])[C:15]([N:17]2[C@H:22]([C:23]([NH:48][C@@H:46]([C:40]3[CH:45]=[CH:44][CH:43]=[CH:42][CH:41]=3)[CH3:47])=[O:24])[CH2:21][N:20]3[CH2:27][CH2:28][CH2:29][C@@H:19]3[CH2:18]2)=[O:16])[CH2:31][CH2:32][CH2:33][CH2:34][CH2:35]1. The catalyst class is: 253. (3) Reactant: [CH3:1][CH:2]([C:6]1[CH:11]=[C:10]([C:12]([F:15])([F:14])[F:13])[CH:9]=[C:8]([C:16]([F:19])([F:18])[F:17])[CH:7]=1)[C:3]([O-:5])=[O:4].C1([NH2+]C2CCCCC2)CCCCC1. Product: [CH3:1][CH:2]([C:6]1[CH:7]=[C:8]([C:16]([F:17])([F:18])[F:19])[CH:9]=[C:10]([C:12]([F:13])([F:14])[F:15])[CH:11]=1)[C:3]([OH:5])=[O:4]. The catalyst class is: 13. (4) Reactant: C([Cl:4])(=O)C.C(O[C:10](=O)[N:11]([C@H:13]([C:15](=[O:47])[NH:16][C@@H:17]([CH:41]1[CH2:46][CH2:45][CH2:44][CH2:43][CH2:42]1)[C:18]([N:20]1[CH2:29][CH2:28][C:27]2[C:22](=[CH:23][CH:24]=[CH:25][CH:26]=2)[C@H:21]1[C:30](=[O:40])[NH:31][C:32]1[C:37]([F:38])=[CH:36][CH:35]=[CH:34][C:33]=1[F:39])=[O:19])[CH3:14])C)(C)(C)C. Product: [ClH:4].[F:39][C:33]1[CH:34]=[CH:35][CH:36]=[C:37]([F:38])[C:32]=1[NH:31][C:30]([C@@H:21]1[C:22]2[C:27](=[CH:26][CH:25]=[CH:24][CH:23]=2)[CH2:28][CH2:29][N:20]1[C:18](=[O:19])[C@H:17]([CH:41]1[CH2:42][CH2:43][CH2:44][CH2:45][CH2:46]1)[NH:16][C:15](=[O:47])[C@@H:13]([NH:11][CH3:10])[CH3:14])=[O:40]. The catalyst class is: 5.